Dataset: Full USPTO retrosynthesis dataset with 1.9M reactions from patents (1976-2016). Task: Predict the reactants needed to synthesize the given product. (1) Given the product [F:14][C:11]1[CH:12]=[CH:13][C:8]([C:6](=[O:7])[CH2:5][CH2:4][CH2:3][CH2:2][N:29]2[CH2:30][CH2:31][CH:26]([C:22]3[CH:21]=[C:20]([NH:19][C:17](=[O:18])[CH:16]([CH3:15])[CH3:32])[CH:25]=[CH:24][CH:23]=3)[CH2:27][CH2:28]2)=[CH:9][CH:10]=1, predict the reactants needed to synthesize it. The reactants are: Cl[CH2:2][CH2:3][CH2:4][CH2:5][C:6]([C:8]1[CH:13]=[CH:12][C:11]([F:14])=[CH:10][CH:9]=1)=[O:7].[CH3:15][CH:16]([CH3:32])[C:17]([NH:19][C:20]1[CH:25]=[CH:24][CH:23]=[C:22]([CH:26]2[CH2:31][CH2:30][NH:29][CH2:28][CH2:27]2)[CH:21]=1)=[O:18]. (2) Given the product [F:1][C:2]1[N:3]=[CH:4][C:5]([CH:8]([OH:9])[CH2:13][CH2:12][CH:11]=[CH2:10])=[CH:6][CH:7]=1, predict the reactants needed to synthesize it. The reactants are: [F:1][C:2]1[CH:7]=[CH:6][C:5]([CH:8]=[O:9])=[CH:4][N:3]=1.[CH2:10]([Mg]Br)[CH2:11][CH:12]=[CH2:13].C([O-])(O)=O.[Na+].O. (3) Given the product [CH3:1][O:2][C:3](=[O:15])[C:4]1[CH:13]=[CH:12][C:11]([C:17]#[N:18])=[C:6]([C:7]([O:9][CH3:10])=[O:8])[CH:5]=1, predict the reactants needed to synthesize it. The reactants are: [CH3:1][O:2][C:3](=[O:15])[C:4]1[CH:13]=[CH:12][C:11](Br)=[C:6]([C:7]([O:9][CH3:10])=[O:8])[CH:5]=1.[Cu][C:17]#[N:18].[Cl-].[NH4+]. (4) Given the product [Si:1]([O:8][C:9]1[CH:10]=[C:11]2[C:15](=[CH:16][CH:17]=1)[N:14]([C:23]([O:22][C:19]([CH3:21])([CH3:20])[CH3:18])=[O:24])[CH:13]=[CH:12]2)([C:4]([CH3:7])([CH3:6])[CH3:5])([CH3:3])[CH3:2], predict the reactants needed to synthesize it. The reactants are: [Si:1]([O:8][C:9]1[CH:10]=[C:11]2[C:15](=[CH:16][CH:17]=1)[NH:14][CH:13]=[CH:12]2)([C:4]([CH3:7])([CH3:6])[CH3:5])([CH3:3])[CH3:2].[CH3:18][C:19]([O:22][C:23](O[C:23]([O:22][C:19]([CH3:21])([CH3:20])[CH3:18])=[O:24])=[O:24])([CH3:21])[CH3:20]. (5) Given the product [C:5]([OH:10])(=[O:9])[C:6]([CH3:8])=[CH2:7].[C:19]([O:23][CH2:24][CH2:25][CH2:26][CH3:27])(=[O:22])[CH:20]=[CH2:21].[Na:1].[S:28]([O-:32])([O-:31])(=[O:30])=[O:29].[C:5]([OH:10])(=[O:9])[C:6]([CH3:8])=[CH2:7].[CH2:3]1[O:4][CH2:2]1, predict the reactants needed to synthesize it. The reactants are: [Na:1].[CH2:2]1[O:4][CH2:3]1.[C:5]([OH:10])(=[O:9])[C:6]([CH3:8])=[CH2:7].C=CC1C=CC=CC=1.[C:19]([O:23][CH2:24][CH2:25][CH2:26][CH3:27])(=[O:22])[CH:20]=[CH2:21].[S:28]([O:32][O:31][S:28]([O-:32])(=[O:30])=[O:29])([O-:31])(=[O:30])=[O:29].[NH4+].[NH4+]. (6) The reactants are: [F:1][C:2]1[CH:10]=[CH:9][CH:8]=[CH:7][C:3]=1[C:4](Cl)=[O:5].[CH2:11]([NH:18][C:19]([C:21]1[S:25][C:24]([NH2:26])=[N:23][C:22]=1[CH3:27])=[O:20])[C:12]1[CH:17]=[CH:16][CH:15]=[CH:14][CH:13]=1. Given the product [CH2:11]([NH:18][C:19]([C:21]1[S:25][C:24]([NH:26][C:4](=[O:5])[C:3]2[CH:7]=[CH:8][CH:9]=[CH:10][C:2]=2[F:1])=[N:23][C:22]=1[CH3:27])=[O:20])[C:12]1[CH:17]=[CH:16][CH:15]=[CH:14][CH:13]=1, predict the reactants needed to synthesize it.